This data is from Full USPTO retrosynthesis dataset with 1.9M reactions from patents (1976-2016). The task is: Predict the reactants needed to synthesize the given product. (1) Given the product [F:1][C:2]1[N:7]=[C:6]([C:8]2[CH:13]=[CH:12][N:11]=[C:10]3[N:14]([S:18]([C:21]4[CH:26]=[CH:25][CH:24]=[CH:23][CH:22]=4)(=[O:20])=[O:19])[C:15]([C:35]4[CH2:40][CH2:39][N:38]([C:41]([O:43][C:44]([CH3:47])([CH3:46])[CH3:45])=[O:42])[CH2:37][CH:36]=4)=[CH:16][C:9]=23)[CH:5]=[CH:4][CH:3]=1, predict the reactants needed to synthesize it. The reactants are: [F:1][C:2]1[N:7]=[C:6]([C:8]2[CH:13]=[CH:12][N:11]=[C:10]3[N:14]([S:18]([C:21]4[CH:26]=[CH:25][CH:24]=[CH:23][CH:22]=4)(=[O:20])=[O:19])[C:15](I)=[CH:16][C:9]=23)[CH:5]=[CH:4][CH:3]=1.CC1(C)C(C)(C)OB([C:35]2[CH2:40][CH2:39][N:38]([C:41]([O:43][C:44]([CH3:47])([CH3:46])[CH3:45])=[O:42])[CH2:37][CH:36]=2)O1.C(=O)(O)[O-].[Na+].O. (2) The reactants are: [NH2:1][C:2]1[CH:11]=[C:10]2[C:5]([CH2:6][CH2:7][CH:8]([C:12]([O:14][CH3:15])=[O:13])[CH2:9]2)=[CH:4][CH:3]=1.Cl.N1C=CC=CC=1.[C:23]1([S:29](Cl)(=[O:31])=[O:30])[CH:28]=[CH:27][CH:26]=[CH:25][CH:24]=1. Given the product [C:23]1([S:29]([NH:1][C:2]2[CH:11]=[C:10]3[C:5]([CH2:6][CH2:7][CH:8]([C:12]([O:14][CH3:15])=[O:13])[CH2:9]3)=[CH:4][CH:3]=2)(=[O:31])=[O:30])[CH:28]=[CH:27][CH:26]=[CH:25][CH:24]=1, predict the reactants needed to synthesize it. (3) Given the product [Br:1][C:2]1[CH:3]=[CH:4][C:5]([F:32])=[C:6]([C:8]([NH:25][S:26]([C:28]([CH3:31])([CH3:30])[CH3:29])=[O:27])([CH3:24])[CH2:9][C:10]2([OH:16])[CH2:11][CH2:12][O:13][CH2:14][CH2:15]2)[CH:7]=1, predict the reactants needed to synthesize it. The reactants are: [Br:1][C:2]1[CH:3]=[CH:4][C:5]([F:32])=[C:6]([C:8]([NH:25][S:26]([C:28]([CH3:31])([CH3:30])[CH3:29])=[O:27])([CH3:24])[CH2:9][C:10]2([O:16][Si](C(C)(C)C)(C)C)[CH2:15][CH2:14][O:13][CH2:12][CH2:11]2)[CH:7]=1.[F-].C([N+](CCCC)(CCCC)CCCC)CCC. (4) Given the product [CH:23]1([N:24]2[C:3]([CH3:5])=[C:2]([CH:1]=[O:7])[CH:26]=[N:25]2)[CH2:19][CH2:20][CH2:18][CH2:21][CH2:22]1, predict the reactants needed to synthesize it. The reactants are: [C:1]([O:7]CC)(=O)[CH2:2][C:3]([CH3:5])=O.C1(NN)CCCCC1.[CH:18]1([C:21]2[N:25]([CH:26](C)C)[N:24]=[CH:23][C:22]=2C=O)[CH2:20][CH2:19]1. (5) The reactants are: Br[C:2]1[C:3]([N:24]2[CH2:28][CH2:27][C@@H:26]([OH:29])[CH2:25]2)=[N:4][CH:5]=[C:6]([CH:23]=1)[C:7]([NH:9][C:10]1[CH:15]=[CH:14][C:13]([C:16]([F:22])([F:21])[C:17]([F:20])([F:19])[F:18])=[CH:12][CH:11]=1)=[O:8].[N:30]1[CH:35]=[C:34](B(O)O)[CH:33]=[N:32][CH:31]=1. Given the product [OH:29][C@@H:26]1[CH2:27][CH2:28][N:24]([C:3]2[C:2]([C:34]3[CH:35]=[N:30][CH:31]=[N:32][CH:33]=3)=[CH:23][C:6]([C:7]([NH:9][C:10]3[CH:11]=[CH:12][C:13]([C:16]([F:21])([F:22])[C:17]([F:18])([F:19])[F:20])=[CH:14][CH:15]=3)=[O:8])=[CH:5][N:4]=2)[CH2:25]1, predict the reactants needed to synthesize it. (6) The reactants are: [CH3:1][N:2]1[C:6]2[CH:7]=[CH:8][CH:9]=[C:10]([NH:11][C:12]([C:14]3[C:18]4[N:19]=[C:20](Cl)[N:21]=[CH:22][C:17]=4[S:16][CH:15]=3)=[O:13])[C:5]=2[N:4]=[CH:3]1.[NH2:24][C@@H:25]1[CH2:30][CH2:29][O:28][CH2:27][C@@H:26]1[NH:31][C:32](=[O:38])[O:33][C:34]([CH3:37])([CH3:36])[CH3:35].C(N(CC)CC)C. Given the product [C:34]([O:33][C:32](=[O:38])[NH:31][C@@H:26]1[C@H:25]([NH:24][C:20]2[N:21]=[CH:22][C:17]3[S:16][CH:15]=[C:14]([C:12](=[O:13])[NH:11][C:10]4[C:5]5[N:4]=[CH:3][N:2]([CH3:1])[C:6]=5[CH:7]=[CH:8][CH:9]=4)[C:18]=3[N:19]=2)[CH2:30][CH2:29][O:28][CH2:27]1)([CH3:37])([CH3:35])[CH3:36], predict the reactants needed to synthesize it. (7) The reactants are: ClC1C=CC2NC3C=CC=CC=3C(C3C=CC(F)=CC=3)=NC=2C=1.C(N)CCC.FC1C=C[C:33]([CH2:34][NH:35][C:36]([C:38]2[CH:39]=[CH:40][C:41]3[NH:47][C:46]4[CH:48]=[CH:49][CH:50]=[CH:51][C:45]=4[C:44]([C:52]4[CH:57]=[CH:56][C:55]([F:58])=[CH:54][CH:53]=4)=[N:43][C:42]=3[CH:59]=2)=[O:37])=[CH:32][CH:31]=1. Given the product [CH2:34]([NH:35][C:36]([C:38]1[CH:39]=[CH:40][C:41]2[NH:47][C:46]3[CH:48]=[CH:49][CH:50]=[CH:51][C:45]=3[C:44]([C:52]3[CH:57]=[CH:56][C:55]([F:58])=[CH:54][CH:53]=3)=[N:43][C:42]=2[CH:59]=1)=[O:37])[CH2:33][CH2:32][CH3:31], predict the reactants needed to synthesize it. (8) Given the product [Br:17][C:12]1[CH:13]=[N:14][N:15]([CH3:16])[C:11]=1[C:3]1[CH:4]=[C:5]([C:7]([OH:9])=[O:8])[S:6][C:2]=1[CH3:1], predict the reactants needed to synthesize it. The reactants are: [CH3:1][C:2]1[S:6][C:5]([C:7]([O:9]C)=[O:8])=[CH:4][C:3]=1[C:11]1[N:15]([CH3:16])[N:14]=[CH:13][CH:12]=1.[Br:17]N1C(=O)CCC1=O.[OH-].[Na+]. (9) Given the product [F:1][C:2]1[CH:7]=[CH:6][C:5]([C:8]([C:10]2[CH:11]=[C:12]3[C:17](=[CH:18][CH:19]=2)[N:16]=[C:15]([NH:20][C@H:21]2[C:29]4[C:24](=[CH:25][CH:26]=[CH:27][CH:28]=4)[CH2:23][CH2:22]2)[CH:14]=[CH:13]3)=[N:31][OH:32])=[CH:4][CH:3]=1, predict the reactants needed to synthesize it. The reactants are: [F:1][C:2]1[CH:7]=[CH:6][C:5]([C:8]([C:10]2[CH:11]=[C:12]3[C:17](=[CH:18][CH:19]=2)[N:16]=[C:15]([NH:20][C@H:21]2[C:29]4[C:24](=[CH:25][CH:26]=[CH:27][CH:28]=4)[CH2:23][CH2:22]2)[CH:14]=[CH:13]3)=O)=[CH:4][CH:3]=1.Cl.[NH2:31][OH:32].C(=O)([O-])[O-].[Na+].[Na+].O. (10) Given the product [Br-:40].[CH2:33]([N+:26]1[CH:27]=[CH:28][CH:29]=[C:24]([C:9]2[CH:10]=[C:11]([NH:13][C:14]3[CH:19]=[C:18]([C:20]([F:22])([F:23])[F:21])[CH:17]=[CH:16][N:15]=3)[N:12]=[C:7]([N:4]3[CH2:5][CH2:6][C:2]([F:1])([F:30])[CH2:3]3)[CH:8]=2)[CH:25]=1)[C:34]1[CH:39]=[CH:38][CH:37]=[CH:36][CH:35]=1, predict the reactants needed to synthesize it. The reactants are: [F:1][C:2]1([F:30])[CH2:6][CH2:5][N:4]([C:7]2[N:12]=[C:11]([NH:13][C:14]3[CH:19]=[C:18]([C:20]([F:23])([F:22])[F:21])[CH:17]=[CH:16][N:15]=3)[CH:10]=[C:9]([C:24]3[CH:25]=[N:26][CH:27]=[CH:28][CH:29]=3)[CH:8]=2)[CH2:3]1.CO.[CH2:33]([Br:40])[C:34]1[CH:39]=[CH:38][CH:37]=[CH:36][CH:35]=1.